Dataset: Forward reaction prediction with 1.9M reactions from USPTO patents (1976-2016). Task: Predict the product of the given reaction. (1) Given the reactants [F:1][C:2]1[CH:7]=[CH:6][C:5]([N+:8]([O-:10])=[O:9])=[CH:4][C:3]=1[OH:11].Br[CH2:13][CH2:14][O:15][CH:16]1[CH2:21][CH2:20][CH2:19][CH2:18][O:17]1.C(=O)([O-])[O-].[K+].[K+], predict the reaction product. The product is: [F:1][C:2]1[CH:7]=[CH:6][C:5]([N+:8]([O-:10])=[O:9])=[CH:4][C:3]=1[O:11][CH2:13][CH2:14][O:15][CH:16]1[CH2:21][CH2:20][CH2:19][CH2:18][O:17]1. (2) Given the reactants [H-].[Na+].[CH2:3]([O:5][C:6](=[O:16])[CH2:7]P(OCC)(OCC)=O)[CH3:4].[Cl:17][C:18]1[CH:23]=[C:22]([Cl:24])[CH:21]=[CH:20][C:19]=1[CH:25]=[C:26]([CH3:29])[CH:27]=O, predict the reaction product. The product is: [CH2:3]([O:5][C:6](=[O:16])[CH:7]=[CH:27][C:26]([CH3:29])=[CH:25][C:19]1[CH:20]=[CH:21][C:22]([Cl:24])=[CH:23][C:18]=1[Cl:17])[CH3:4]. (3) Given the reactants [C:1]([CH2:3][CH2:4][S:5][C:6]1[CH:11]=[C:10]([NH2:12])[C:9]([S:13][CH2:14][CH2:15][C:16]#[N:17])=[CH:8][C:7]=1[NH2:18])#[N:2].[N+:19]([C:22]1[CH:32]=[CH:31][C:25](/[CH:26]=[CH:27]/[C:28](Cl)=[O:29])=[CH:24][CH:23]=1)([O-:21])=[O:20].CN1[C:38](=[O:39])CCC1, predict the reaction product. The product is: [NH2:18][C:7]1[C:6]([S:5][CH2:4][CH2:3][C:1]#[N:2])=[CH:11][C:10]([N:12]([C:28](=[O:29])/[CH:27]=[CH:26]/[C:25]2[CH:31]=[CH:32][C:22]([N+:19]([O-:21])=[O:20])=[CH:23][CH:24]=2)[CH:38]=[O:39])=[C:9]([S:13][CH2:14][CH2:15][C:16]#[N:17])[CH:8]=1.